Dataset: Full USPTO retrosynthesis dataset with 1.9M reactions from patents (1976-2016). Task: Predict the reactants needed to synthesize the given product. (1) Given the product [F:21][C:18]1[CH:19]=[CH:20][C:15]([NH:14][C:10]2[N:9]=[C:8]([C:4]3[S:3][C:2]([NH:1][CH2:45][CH2:46][OH:47])=[N:6][C:5]=3[CH3:7])[CH:13]=[CH:12][N:11]=2)=[CH:16][CH:17]=1, predict the reactants needed to synthesize it. The reactants are: [NH2:1][C:2]1[S:3][C:4]([C:8]2[CH:13]=[CH:12][N:11]=[C:10]([NH:14][C:15]3[CH:20]=[CH:19][C:18]([F:21])=[CH:17][CH:16]=3)[N:9]=2)=[C:5]([CH3:7])[N:6]=1.CC1N=C(N[CH2:45][CH2:46][OH:47])SC=1C1C=CN=C(NC2C=CC=C([N+]([O-])=O)C=2)N=1. (2) Given the product [Cl:8][C:5]1[C:4]([NH:9][S:10]([C:13]2[CH:18]=[CH:17][CH:16]=[C:15]([O:19][CH:20]([F:22])[F:21])[CH:14]=2)(=[O:12])=[O:11])=[CH:3][C:2]([B:23]2[O:27][C:26]([CH3:29])([CH3:28])[C:25]([CH3:31])([CH3:30])[O:24]2)=[CH:7][N:6]=1, predict the reactants needed to synthesize it. The reactants are: Br[C:2]1[CH:3]=[C:4]([NH:9][S:10]([C:13]2[CH:18]=[CH:17][CH:16]=[C:15]([O:19][CH:20]([F:22])[F:21])[CH:14]=2)(=[O:12])=[O:11])[C:5]([Cl:8])=[N:6][CH:7]=1.[B:23]1([B:23]2[O:27][C:26]([CH3:29])([CH3:28])[C:25]([CH3:31])([CH3:30])[O:24]2)[O:27][C:26]([CH3:29])([CH3:28])[C:25]([CH3:31])([CH3:30])[O:24]1.C([O-])(=O)C.[K+].O1CCOCC1. (3) Given the product [C:10]([C:8]1[O:9][C:5]2[CH:4]=[C:3]([O:2][CH3:1])[CH:13]=[CH:12][C:6]=2[CH:7]=1)#[CH:14], predict the reactants needed to synthesize it. The reactants are: [CH3:1][O:2][C:3]1[CH:13]=[CH:12][C:6]2[CH:7]=[C:8]([CH:10]=O)[O:9][C:5]=2[CH:4]=1.[CH3:14]OP(C(=[N+]=[N-])C(=O)C)(=O)OC.C([O-])([O-])=O.[K+].[K+]. (4) The reactants are: [F:1][C:2]1[CH:7]=[CH:6][C:5]([S:8]([NH:11][CH2:12][C:13]2[CH:22]=[CH:21][C:16]([C:17]([O:19][CH3:20])=[O:18])=[CH:15][CH:14]=2)(=[O:10])=[O:9])=[CH:4][CH:3]=1.[N:23]1[CH:28]=[CH:27][CH:26]=[CH:25][C:24]=1[CH:29](O)[CH2:30][CH3:31].C1C=CC(P(C2C=CC=CC=2)C2C=CC=CC=2)=CC=1.N(C(OC(C)C)=O)=NC(OC(C)C)=O. Given the product [F:1][C:2]1[CH:7]=[CH:6][C:5]([S:8]([N:11]([CH2:12][C:13]2[CH:14]=[CH:15][C:16]([C:17]([O:19][CH3:20])=[O:18])=[CH:21][CH:22]=2)[CH:29]([C:24]2[CH:25]=[CH:26][CH:27]=[CH:28][N:23]=2)[CH2:30][CH3:31])(=[O:10])=[O:9])=[CH:4][CH:3]=1, predict the reactants needed to synthesize it. (5) Given the product [CH3:1][C:2]1[S:3][C:4]2[C:13]3[N:12]=[C:11]([NH:14][C:16](=[O:23])[C:17]4[CH:22]=[CH:21][CH:20]=[CH:19][CH:18]=4)[N:10]=[CH:9][C:8]=3[CH2:7][CH2:6][C:5]=2[N:15]=1, predict the reactants needed to synthesize it. The reactants are: [CH3:1][C:2]1[S:3][C:4]2[C:13]3[N:12]=[C:11]([NH2:14])[N:10]=[CH:9][C:8]=3[CH2:7][CH2:6][C:5]=2[N:15]=1.[C:16](Cl)(=[O:23])[C:17]1[CH:22]=[CH:21][CH:20]=[CH:19][CH:18]=1.O.